Dataset: Peptide-MHC class I binding affinity with 185,985 pairs from IEDB/IMGT. Task: Regression. Given a peptide amino acid sequence and an MHC pseudo amino acid sequence, predict their binding affinity value. This is MHC class I binding data. The peptide sequence is KMLKRGSRK. The MHC is HLA-A68:01 with pseudo-sequence HLA-A68:01. The binding affinity (normalized) is 0.